From a dataset of Full USPTO retrosynthesis dataset with 1.9M reactions from patents (1976-2016). Predict the reactants needed to synthesize the given product. (1) The reactants are: [NH2:1][C:2]([NH2:4])=[S:3].[Cl:5][C:6]1[C:13]([Cl:14])=[CH:12][CH:11]=[C:10]([F:15])[C:7]=1[CH2:8][Br:9]. Given the product [BrH:9].[Cl:5][C:6]1[C:13]([Cl:14])=[CH:12][CH:11]=[C:10]([F:15])[C:7]=1[CH2:8][S:3][C:2](=[NH:4])[NH2:1], predict the reactants needed to synthesize it. (2) Given the product [C:14]1(=[C:18]([CH3:17])[CH2:5][CH2:4][CH2:3][C:2]#[N:1])[CH:15]=[CH:11][CH:12]=[CH:13]1, predict the reactants needed to synthesize it. The reactants are: [NH:1]1[CH2:5][CH2:4][CH2:3][CH2:2]1.C1CC=CC=1.[CH2:11]1[CH:15]2C3C=C[CH:18]([CH:14]2[CH:13]=[CH:12]1)[CH2:17]3.O=C(C)CCCC#N.[Cl-].[Na+]. (3) Given the product [C:1]([O:5][C:6](=[O:36])[N:7]([CH:9]1[CH2:14][CH2:13][CH:12]([N:15]([CH2:16][C:17]2[CH:18]=[C:19]([C:25]3[CH:30]=[CH:29][C:28]([N:31]([C:33](=[O:35])[CH3:34])[CH3:32])=[CH:27][CH:26]=3)[CH:20]=[CH:21][C:22]=2[O:23][CH3:24])[C:43]([C:42]2[S:41][C:40]3[C:46]([F:51])=[CH:47][CH:48]=[C:49]([F:50])[C:39]=3[C:38]=2[Cl:37])=[O:44])[CH2:11][CH2:10]1)[CH3:8])([CH3:4])([CH3:2])[CH3:3], predict the reactants needed to synthesize it. The reactants are: [C:1]([O:5][C:6](=[O:36])[N:7]([CH:9]1[CH2:14][CH2:13][CH:12]([NH:15][CH2:16][C:17]2[CH:18]=[C:19]([C:25]3[CH:30]=[CH:29][C:28]([N:31]([C:33](=[O:35])[CH3:34])[CH3:32])=[CH:27][CH:26]=3)[CH:20]=[CH:21][C:22]=2[O:23][CH3:24])[CH2:11][CH2:10]1)[CH3:8])([CH3:4])([CH3:3])[CH3:2].[Cl:37][C:38]1[C:39]2[C:49]([F:50])=[CH:48][CH:47]=[C:46]([F:51])[C:40]=2[S:41][C:42]=1[C:43](Cl)=[O:44]. (4) Given the product [Br:1][C:2]1[CH:10]=[CH:9][CH:8]=[C:7]2[C:3]=1[CH:4]=[N:5][N:6]2[C:22]1[CH:23]=[CH:24][C:19]([O:18][CH2:11][C:12]2[CH:13]=[CH:14][CH:15]=[CH:16][CH:17]=2)=[C:20]([F:28])[CH:21]=1, predict the reactants needed to synthesize it. The reactants are: [Br:1][C:2]1[CH:10]=[CH:9][CH:8]=[C:7]2[C:3]=1[CH:4]=[N:5][NH:6]2.[CH2:11]([O:18][C:19]1[CH:24]=[CH:23][C:22](B(O)O)=[CH:21][C:20]=1[F:28])[C:12]1[CH:17]=[CH:16][CH:15]=[CH:14][CH:13]=1.N1C=CC=CC=1. (5) The reactants are: Cl[CH2:2][N:3]1[C:7](=[O:8])[N:6]([CH:9]2[CH2:11][CH2:10]2)[C:5]([C:12]2[CH:17]=[CH:16][C:15]([Cl:18])=[CH:14][CH:13]=2)=[N:4]1.[N-:19]=[N+:20]=[N-:21].[Na+].[C:23]([C:25]1[CH:30]=[CH:29][CH:28]=[CH:27][C:26]=1[C:31]([F:34])([F:33])[F:32])#[CH:24].C(OCC)(=O)C. Given the product [Cl:18][C:15]1[CH:16]=[CH:17][C:12]([C:5]2[N:6]([CH:9]3[CH2:11][CH2:10]3)[C:7](=[O:8])[N:3]([CH2:2][N:19]3[CH:24]=[C:23]([C:25]4[CH:30]=[CH:29][CH:28]=[CH:27][C:26]=4[C:31]([F:32])([F:33])[F:34])[N:21]=[N:20]3)[N:4]=2)=[CH:13][CH:14]=1, predict the reactants needed to synthesize it. (6) Given the product [Cl:10][C:11]1[CH:12]=[C:13]2[C:19]3([CH2:23][CH2:22][N:21]([CH2:24][C:25]([O:27][C:28]([CH3:31])([CH3:30])[CH3:29])=[O:26])[CH2:20]3)[CH2:18][NH:17][C:14]2=[CH:15][CH:16]=1, predict the reactants needed to synthesize it. The reactants are: CO.O.C(=O)([O-])[O-].[K+].[K+].[Cl:10][C:11]1[CH:12]=[C:13]2[C:19]3([CH2:23][CH2:22][N:21]([CH2:24][C:25]([O:27][C:28]([CH3:31])([CH3:30])[CH3:29])=[O:26])[CH2:20]3)[CH2:18][N:17](C(=O)C(F)(F)F)[C:14]2=[CH:15][CH:16]=1. (7) Given the product [Cl:28][C:25]1[CH:24]=[CH:23][C:22]([C:11]2[C:10](=[O:29])[NH:9][NH:8][C:13](=[O:14])[C:12]=2[C:15]2[CH:20]=[CH:19][C:18]([Cl:21])=[CH:17][CH:16]=2)=[CH:27][CH:26]=1, predict the reactants needed to synthesize it. The reactants are: C([N:8]1[C:13](=[O:14])[C:12]([C:15]2[CH:20]=[CH:19][C:18]([Cl:21])=[CH:17][CH:16]=2)=[C:11]([C:22]2[CH:27]=[CH:26][C:25]([Cl:28])=[CH:24][CH:23]=2)[C:10]([O:29]CC2C=CC=CC=2)=[N:9]1)C1C=CC=CC=1.C1(C)C=CC=CC=1.[Cl-].[Al+3].[Cl-].[Cl-].